From a dataset of Forward reaction prediction with 1.9M reactions from USPTO patents (1976-2016). Predict the product of the given reaction. (1) Given the reactants [NH2:1][C:2]1[CH:10]=[CH:9][C:5]([C:6]([OH:8])=O)=[CH:4][C:3]=1[O:11][CH3:12].[NH:13]1[CH2:18][CH2:17][CH2:16][C@@H:15]2[C:19]3[CH:20]=[CH:21][CH:22]=[CH:23][C:24]=3[CH2:25][C@H:14]12.F[P-](F)(F)(F)(F)F.N1(OC(N(C)C)=[N+](C)C)C2N=CC=CC=2N=N1, predict the reaction product. The product is: [NH2:1][C:2]1[CH:10]=[CH:9][C:5]([C:6]([N:13]2[CH2:18][CH2:17][CH2:16][C@@H:15]3[C:19]4[CH:20]=[CH:21][CH:22]=[CH:23][C:24]=4[CH2:25][C@H:14]23)=[O:8])=[CH:4][C:3]=1[O:11][CH3:12]. (2) Given the reactants [NH2:1][C:2]1[CH:9]=[C:8]([O:10][CH3:11])[CH:7]=[CH:6][C:3]=1[CH2:4][OH:5], predict the reaction product. The product is: [NH2:1][C:2]1[CH:9]=[C:8]([O:10][CH3:11])[CH:7]=[CH:6][C:3]=1[CH:4]=[O:5].